This data is from Forward reaction prediction with 1.9M reactions from USPTO patents (1976-2016). The task is: Predict the product of the given reaction. (1) Given the reactants Br[C:2]1[CH:3]=[C:4]([O:13][CH2:14][C:15]2[C:20]([CH3:21])=[CH:19][CH:18]=[CH:17][C:16]=2[CH3:22])[C:5]2[N:6]([C:8]([CH3:12])=[C:9]([CH3:11])[N:10]=2)[CH:7]=1.[CH3:23][O:24][C:25]1[C:30](B(O)O)=[CH:29][CH:28]=[CH:27][N:26]=1.C(=O)([O-])[O-].[Na+].[Na+], predict the reaction product. The product is: [CH3:22][C:16]1[CH:17]=[CH:18][CH:19]=[C:20]([CH3:21])[C:15]=1[CH2:14][O:13][C:4]1[C:5]2[N:6]([C:8]([CH3:12])=[C:9]([CH3:11])[N:10]=2)[CH:7]=[C:2]([C:30]2[C:25]([O:24][CH3:23])=[N:26][CH:27]=[CH:28][CH:29]=2)[CH:3]=1. (2) Given the reactants FC(F)(F)C(OC(=O)C(F)(F)F)=O.[CH2:14]([C:18]1[N:22]([C:23]([CH3:26])([CH3:25])[CH3:24])[N:21]=[C:20]([C:27]([NH2:29])=O)[CH:19]=1)[CH2:15][CH2:16][CH3:17].C(N(CC)CC)C, predict the reaction product. The product is: [CH2:14]([C:18]1[N:22]([C:23]([CH3:26])([CH3:25])[CH3:24])[N:21]=[C:20]([C:27]#[N:29])[CH:19]=1)[CH2:15][CH2:16][CH3:17]. (3) Given the reactants Br[C:2]1[CH:3]=[N:4][CH:5]=[C:6]([CH:19]=1)[C:7]([N:9]=[S@:10]([CH3:18])(=[O:17])[C:11]1[CH:16]=[CH:15][CH:14]=[CH:13][CH:12]=1)=[O:8].[OH:20][C:21]1[CH:22]=[C:23]([C:27]#[CH:28])[CH:24]=[CH:25][CH:26]=1.C(N(CC)CC)C, predict the reaction product. The product is: [OH:20][C:21]1[CH:22]=[C:23]([C:27]#[C:28][C:2]2[CH:3]=[N:4][CH:5]=[C:6]([CH:19]=2)[C:7]([N:9]=[S@:10]([CH3:18])(=[O:17])[C:11]2[CH:16]=[CH:15][CH:14]=[CH:13][CH:12]=2)=[O:8])[CH:24]=[CH:25][CH:26]=1.